This data is from Catalyst prediction with 721,799 reactions and 888 catalyst types from USPTO. The task is: Predict which catalyst facilitates the given reaction. (1) Reactant: NC1C=CC(C#N)=NC=1N.ClC1C=C(C=CC=1Cl)[O:15]C1C=CC(C=O)=CC=1.CN(C)C(=O)C.[Cl:34][C:35]1[CH:36]=[C:37]([CH:56]=[CH:57][C:58]=1[Cl:59])[O:38][C:39]1[CH:44]=[CH:43][C:42]([C:45]2[NH:46][C:47]3[C:48]([N:55]=2)=[N:49][C:50]([C:53]#[N:54])=[CH:51][CH:52]=3)=[CH:41][CH:40]=1. Product: [Cl:34][C:35]1[CH:36]=[C:37]([CH:56]=[CH:57][C:58]=1[Cl:59])[O:38][C:39]1[CH:44]=[CH:43][C:42]([C:45]2[NH:46][C:47]3[C:48]([N:55]=2)=[N:49][C:50]([C:53]([NH2:54])=[O:15])=[CH:51][CH:52]=3)=[CH:41][CH:40]=1. The catalyst class is: 801. (2) Reactant: C[O:2][C:3]1[CH:4]=[C:5]([CH:8]=[C:9]([C:11]([F:14])([F:13])[F:12])[CH:10]=1)[C:6]#[N:7].B(Br)(Br)Br. Product: [OH:2][C:3]1[CH:4]=[C:5]([CH:8]=[C:9]([C:11]([F:12])([F:13])[F:14])[CH:10]=1)[C:6]#[N:7]. The catalyst class is: 4. (3) Reactant: [N+:1]([C:4]1[CH:5]=[N:6][N:7]([CH2:9][C:10]2[CH:15]=[CH:14][C:13]([C:16]([F:19])([F:18])[F:17])=[CH:12][CH:11]=2)[CH:8]=1)([O-])=O.CO. Product: [F:19][C:16]([F:17])([F:18])[C:13]1[CH:14]=[CH:15][C:10]([CH2:9][N:7]2[CH:8]=[C:4]([NH2:1])[CH:5]=[N:6]2)=[CH:11][CH:12]=1. The catalyst class is: 45.